Dataset: Reaction yield outcomes from USPTO patents with 853,638 reactions. Task: Predict the reaction yield, written as a fraction of the theoretical maximum amount of product (1.0 means a 100% yield; for example, 0.34 means a 34% yield). (1) The reactants are [Si:1]([O:8][CH2:9][C@H:10]1[CH2:14][CH2:13][C@H:12]([OH:15])[CH2:11]1)([C:4]([CH3:7])([CH3:6])[CH3:5])([CH3:3])[CH3:2].[H-].[Na+].Cl[C:19]1[N:27]=[CH:26][N:25]=[C:24]2[C:20]=1[N:21]=[C:22]([C:34]1[C:43]3[C:38](=[CH:39][CH:40]=[CH:41][CH:42]=3)[CH:37]=[CH:36][CH:35]=1)[N:23]2[CH:28]1[CH2:33][CH2:32][CH2:31][CH2:30][O:29]1. The catalyst is CN(C=O)C. The product is [Si:1]([O:8][CH2:9][C@H:10]1[CH2:14][CH2:13][C@H:12]([O:15][C:19]2[N:27]=[CH:26][N:25]=[C:24]3[C:20]=2[N:21]=[C:22]([C:34]2[C:43]4[C:38](=[CH:39][CH:40]=[CH:41][CH:42]=4)[CH:37]=[CH:36][CH:35]=2)[N:23]3[CH:28]2[CH2:33][CH2:32][CH2:31][CH2:30][O:29]2)[CH2:11]1)([C:4]([CH3:7])([CH3:6])[CH3:5])([CH3:3])[CH3:2]. The yield is 0.700. (2) The reactants are [Br:1][C:2]1[CH:18]=[CH:17][CH:16]=[CH:15][C:3]=1[O:4][C:5]1[CH:13]=[CH:12][C:8]([C:9]([OH:11])=O)=[CH:7][C:6]=1[Cl:14].ON1C2C=CC=CC=2N=N1.Cl.C(N=C=NCCCN(C)C)C.C(N(CC)CC)C.[NH2:48][CH2:49][C:50]1[C:51]([OH:58])=[N:52][C:53]([CH3:57])=[CH:54][C:55]=1[CH3:56]. The catalyst is ClCCl.O. The product is [Br:1][C:2]1[CH:18]=[CH:17][CH:16]=[CH:15][C:3]=1[O:4][C:5]1[CH:13]=[CH:12][C:8]([C:9]([NH:48][CH2:49][C:50]2[C:51]([OH:58])=[N:52][C:53]([CH3:57])=[CH:54][C:55]=2[CH3:56])=[O:11])=[CH:7][C:6]=1[Cl:14]. The yield is 0.780.